From a dataset of Full USPTO retrosynthesis dataset with 1.9M reactions from patents (1976-2016). Predict the reactants needed to synthesize the given product. (1) The reactants are: [CH3:1][N:2]([CH3:12])[CH2:3][CH:4]([C:6]1[CH:11]=[CH:10][CH:9]=[CH:8][CH:7]=1)[OH:5].C1([C@@H](O)CN2CCCC2)C=CC=CC=1.NO. Given the product [CH3:1][N:2]([CH3:12])[CH2:3][C@@H:4]([C:6]1[CH:11]=[CH:10][CH:9]=[CH:8][CH:7]=1)[OH:5], predict the reactants needed to synthesize it. (2) Given the product [F:41][C:38]1[CH:37]=[CH:36][C:35]([CH2:34][C:33](=[O:42])[CH2:32][NH:31][C:27](=[O:29])/[CH:26]=[CH:25]/[C:15]2[CH:16]=[CH:17][C:18]([N:19]3[CH:23]=[C:22]([CH3:24])[N:21]=[CH:20]3)=[C:13]([O:12][CH3:11])[CH:14]=2)=[CH:40][CH:39]=1, predict the reactants needed to synthesize it. The reactants are: C(P(=O)(OCC)OCC)#N.[CH3:11][O:12][C:13]1[CH:14]=[C:15](/[CH:25]=[CH:26]/[C:27]([OH:29])=O)[CH:16]=[CH:17][C:18]=1[N:19]1[CH:23]=[C:22]([CH3:24])[N:21]=[CH:20]1.Cl.[NH2:31][CH2:32][C:33](=[O:42])[CH2:34][C:35]1[CH:40]=[CH:39][C:38]([F:41])=[CH:37][CH:36]=1.O.C(=O)(O)[O-].[Na+]. (3) Given the product [C:13]([C@@H:8]([N:9]([CH3:10])[C:29](=[O:30])[O:31][C:32]([CH3:33])([CH3:34])[CH3:35])[CH2:7][C@H:3]1[CH2:4][CH2:5][CH2:6][O:1][CH2:2]1)#[N:14], predict the reactants needed to synthesize it. The reactants are: [O:1]1[CH2:6][CH2:5][CH2:4][C@H:3]([CH2:7]/[CH:8]=[N:9]/[CH3:10])[CH2:2]1.C[Si](C)(C)[C:13]#[N:14].C(O)(C)C.[C:29](O[C:29]([O:31][C:32]([CH3:35])([CH3:34])[CH3:33])=[O:30])([O:31][C:32]([CH3:35])([CH3:34])[CH3:33])=[O:30]. (4) Given the product [N:1]1([C:8]2[CH:15]=[CH:14][C:11]([C:12]#[N:13])=[CH:10][CH:9]=2)[CH2:6][CH2:5][O:4][CH2:3][CH2:2]1, predict the reactants needed to synthesize it. The reactants are: [NH:1]1[CH2:6][CH2:5][O:4][CH2:3][CH2:2]1.Br[C:8]1[CH:15]=[CH:14][C:11]([C:12]#[N:13])=[CH:10][CH:9]=1. (5) Given the product [CH3:1][O:2][C:3]1[C:8]([O:9][CH3:10])=[C:7]([O:11][CH3:12])[CH:6]=[CH:5][C:4]=1[CH2:13][CH2:14][C:15](=[O:17])[CH2:18][C:19]([O:20][CH3:21])=[O:26], predict the reactants needed to synthesize it. The reactants are: [CH3:1][O:2][C:3]1[C:8]([O:9][CH3:10])=[C:7]([O:11][CH3:12])[CH:6]=[CH:5][C:4]=1[CH2:13][CH2:14][C:15]([OH:17])=O.[CH3:18][C:19]1(C)[O:26]C(=O)C[C:21](=O)[O:20]1.C1CCC(N=C=NC2CCCCC2)CC1. (6) Given the product [NH2:3][C:4]1[N:9]=[CH:8][N:7]=[C:6]2[N:10]([CH:16]([C:18]3[C:19]([O:31][CH3:32])=[C:20]([CH:27]4[CH2:30][N:29]([C@@H:34]([CH3:39])[C:35]([OH:37])=[O:36])[CH2:28]4)[C:21]([CH3:26])=[C:22]([C:23]#[N:24])[CH:25]=3)[CH3:17])[N:11]=[C:12]([CH:13]([F:14])[F:15])[C:5]=12, predict the reactants needed to synthesize it. The reactants are: Cl.Cl.[NH2:3][C:4]1[N:9]=[CH:8][N:7]=[C:6]2[N:10]([CH:16]([C:18]3[C:19]([O:31][CH3:32])=[C:20]([CH:27]4[CH2:30][NH:29][CH2:28]4)[C:21]([CH3:26])=[C:22]([CH:25]=3)[C:23]#[N:24])[CH3:17])[N:11]=[C:12]([CH:13]([F:15])[F:14])[C:5]=12.Cl[C@@H:34]([CH3:39])[C:35]([O:37]C)=[O:36].C(=O)([O-])[O-].[K+].[K+].O.[OH-].[Li+]. (7) The reactants are: [NH:1]1[CH2:12][CH2:11][NH:10][CH2:9][CH2:8][NH:7][CH2:6][CH2:5][NH:4][CH2:3][CH2:2]1.F[C:14](F)(F)[C:15]([OH:17])=[O:16]. Given the product [CH2:3]1[NH:4][CH2:5][CH2:6][N:7]([CH2:14][C:15]([OH:17])=[O:16])[CH2:8][CH2:9][N:10]([CH2:14][C:15]([OH:17])=[O:16])[CH2:11][CH2:12][N:1]([CH2:14][C:15]([OH:17])=[O:16])[CH2:2]1, predict the reactants needed to synthesize it. (8) The reactants are: [CH3:1][O:2][C:3]1[CH:4]=[CH:5][C:6]([C:9]2[C:18](=[O:19])[C:17]3[CH:16]=[CH:15][C:14]([OH:20])=[CH:13][C:12]=3[O:11][CH:10]=2)=[CH:7][CH:8]=1.[C:21](=O)([O-])[O-].[K+].[K+].S(OC)(OC)(=O)=O. Given the product [CH3:21][O:20][C:14]1[CH:13]=[C:12]2[C:17]([C:18](=[O:19])[C:9]([C:6]3[CH:7]=[CH:8][C:3]([O:2][CH3:1])=[CH:4][CH:5]=3)=[CH:10][O:11]2)=[CH:16][CH:15]=1, predict the reactants needed to synthesize it.